Task: Predict which catalyst facilitates the given reaction.. Dataset: Catalyst prediction with 721,799 reactions and 888 catalyst types from USPTO (1) Reactant: C(N(CC)CC)C.[CH2:8]([S:10]([CH2:13][CH2:14][CH2:15][OH:16])(=[O:12])=[O:11])[CH3:9].[C:17]1([CH3:27])[CH:22]=[CH:21][C:20]([S:23](Cl)(=[O:25])=[O:24])=[CH:19][CH:18]=1. Product: [CH3:27][C:17]1[CH:22]=[CH:21][C:20]([S:23]([O:16][CH2:15][CH2:14][CH2:13][S:10]([CH2:8][CH3:9])(=[O:12])=[O:11])(=[O:25])=[O:24])=[CH:19][CH:18]=1. The catalyst class is: 2. (2) Reactant: [CH3:1][C:2]1[O:3][C:4]2[C:9]([C:10](=[O:12])[CH:11]=1)=[CH:8][CH:7]=[CH:6][C:5]=2[CH:13]=O.[CH3:15][O:16][C:17]1[CH:18]=[C:19]([C:23](=[O:28])[CH2:24][C:25](=[O:27])[CH3:26])[CH:20]=[CH:21][CH:22]=1.C(O)(=O)C.N1CCCCC1. Product: [CH3:15][O:16][C:17]1[CH:18]=[C:19]([C:23](=[O:28])[C:24](=[CH:13][C:5]2[CH:6]=[CH:7][CH:8]=[C:9]3[C:4]=2[O:3][C:2]([CH3:1])=[CH:11][C:10]3=[O:12])[C:25](=[O:27])[CH3:26])[CH:20]=[CH:21][CH:22]=1. The catalyst class is: 4. (3) Reactant: [NH2:1][C:2]1[N:10]=[CH:9][CH:8]=[CH:7][C:3]=1[C:4](O)=[O:5].[H-].[Al+3].[Li+].[H-].[H-].[H-]. Product: [NH2:1][C:2]1[C:3]([CH2:4][OH:5])=[CH:7][CH:8]=[CH:9][N:10]=1. The catalyst class is: 1. (4) Reactant: C([O:4][CH2:5][C:6]1[C:7]([N:32]2[CH2:43][CH2:42][N:41]3[C:34](=[CH:35][C:36]4[CH2:37][C:38]([CH3:45])([CH3:44])[CH2:39][C:40]=43)[C:33]2=[O:46])=[N:8][CH:9]=[CH:10][C:11]=1[C:12]1[CH:17]=[C:16]([NH:18][C:19]2[CH:29]=[C:22]3[CH:23]([CH3:28])[N:24]([CH3:27])[CH2:25][CH2:26][N:21]3[N:20]=2)[C:15](=[O:30])[N:14]([CH3:31])[CH:13]=1)(=O)C.[OH-].[Li+].C(O)(C)C.C1COCC1. Product: [CH3:28][CH:23]1[N:24]([CH3:27])[CH2:25][CH2:26][N:21]2[N:20]=[C:19]([NH:18][C:16]3[C:15](=[O:30])[N:14]([CH3:31])[CH:13]=[C:12]([C:11]4[CH:10]=[CH:9][N:8]=[C:7]([N:32]5[CH2:43][CH2:42][N:41]6[C:34](=[CH:35][C:36]7[CH2:37][C:38]([CH3:44])([CH3:45])[CH2:39][C:40]=76)[C:33]5=[O:46])[C:6]=4[CH2:5][OH:4])[CH:17]=3)[CH:29]=[C:22]12. The catalyst class is: 6. (5) Reactant: [C:1]([NH:5][S:6]([C:9]1[CH:14]=[CH:13][C:12]([N:15]2[C:19]([C:20]3[CH:25]=[CH:24][C:23]([O:26][CH3:27])=[C:22]([F:28])[CH:21]=3)=[CH:18][N:17]=[CH:16]2)=[CH:11][CH:10]=1)(=[O:8])=[O:7])([CH3:4])([CH3:3])[CH3:2].[Cl:29]N1C(=O)CCC1=O. Product: [C:1]([NH:5][S:6]([C:9]1[CH:10]=[CH:11][C:12]([N:15]2[C:19]([C:20]3[CH:25]=[CH:24][C:23]([O:26][CH3:27])=[C:22]([F:28])[CH:21]=3)=[C:18]([Cl:29])[N:17]=[CH:16]2)=[CH:13][CH:14]=1)(=[O:7])=[O:8])([CH3:4])([CH3:3])[CH3:2]. The catalyst class is: 10.